This data is from Full USPTO retrosynthesis dataset with 1.9M reactions from patents (1976-2016). The task is: Predict the reactants needed to synthesize the given product. (1) Given the product [F:25][C:26]1[CH:31]=[CH:30][CH:29]=[CH:28][C:27]=1[C:2]1[C:7]2[C:8](=[O:24])[N:9]3[CH2:16][CH2:15][N:14]([C:17]([O:19][C:20]([CH3:23])([CH3:22])[CH3:21])=[O:18])[CH2:13][CH:10]3[CH2:11][O:12][C:6]=2[CH:5]=[CH:4][CH:3]=1, predict the reactants needed to synthesize it. The reactants are: Br[C:2]1[C:7]2[C:8](=[O:24])[N:9]3[CH2:16][CH2:15][N:14]([C:17]([O:19][C:20]([CH3:23])([CH3:22])[CH3:21])=[O:18])[CH2:13][CH:10]3[CH2:11][O:12][C:6]=2[CH:5]=[CH:4][CH:3]=1.[F:25][C:26]1[CH:31]=[CH:30][CH:29]=[CH:28][C:27]=1B(O)O.C(=O)([O-])[O-].[K+].[K+].O. (2) Given the product [Cl:23][C:17]1[CH:18]=[CH:19][C:20]([Cl:22])=[CH:21][C:16]=1[CH2:15][N:3]1[C:4]([C:11]([O:13][CH3:14])=[O:12])=[C:5]([C:7]([OH:10])([CH3:9])[CH3:8])[N:6]=[C:2]1[C:26]1[CH:25]=[N:24][CH:29]=[CH:28][CH:27]=1, predict the reactants needed to synthesize it. The reactants are: Br[C:2]1[N:3]([CH2:15][C:16]2[CH:21]=[C:20]([Cl:22])[CH:19]=[CH:18][C:17]=2[Cl:23])[C:4]([C:11]([O:13][CH3:14])=[O:12])=[C:5]([C:7]([OH:10])([CH3:9])[CH3:8])[N:6]=1.[N:24]1[CH:29]=[CH:28][CH:27]=[C:26](B(O)O)[CH:25]=1.C(=O)([O-])[O-].[Cs+].[Cs+]. (3) Given the product [F:30][C:31]1[CH:36]=[CH:35][C:34]([O:29][CH:8]([C:5]2[CH:4]=[CH:3][C:2]([F:1])=[CH:7][CH:6]=2)[CH2:9][CH2:10][N:11]2[CH2:16][CH2:15][CH:14]([C:17]3[CH:18]=[C:19]([NH:23][C:24](=[O:28])[CH:25]([CH3:26])[CH3:27])[CH:20]=[CH:21][CH:22]=3)[CH2:13][CH2:12]2)=[CH:33][CH:32]=1, predict the reactants needed to synthesize it. The reactants are: [F:1][C:2]1[CH:7]=[CH:6][C:5]([CH:8]([OH:29])[CH2:9][CH2:10][N:11]2[CH2:16][CH2:15][CH:14]([C:17]3[CH:18]=[C:19]([NH:23][C:24](=[O:28])[CH:25]([CH3:27])[CH3:26])[CH:20]=[CH:21][CH:22]=3)[CH2:13][CH2:12]2)=[CH:4][CH:3]=1.[F:30][C:31]1[CH:36]=[CH:35][C:34](O)=[CH:33][CH:32]=1. (4) Given the product [F:12][C:13]1[CH:18]=[C:17]([OH:5])[C:16]([OH:22])=[C:15]([N+:23]([O-:25])=[O:24])[CH:14]=1, predict the reactants needed to synthesize it. The reactants are: B(O)(O)O.[OH:5]O.S(=O)(=O)(O)O.[F:12][C:13]1[CH:14]=[C:15]([N+:23]([O-:25])=[O:24])[C:16]([OH:22])=[C:17](C(=O)C)[CH:18]=1. (5) The reactants are: I.[CH3:2][C:3]1([NH:16][C:17](SC)=[NH:18])[CH2:8][CH2:7][N:6]([C:9]2[CH:14]=[C:13]([CH3:15])[N:12]=[CH:11][N:10]=2)[CH2:5][CH2:4]1.Cl[CH2:22][CH2:23][CH2:24][CH:25]([C:29]1[CH:34]=[CH:33][C:32]([F:35])=[C:31]([F:36])[CH:30]=1)[C:26](O)=O.C(Cl)CCl.O.O[N:43]1C2C=CC=CC=2N=[N:44]1.CCN(C(C)C)C(C)C.NN. Given the product [F:36][C:31]1[CH:30]=[C:29]([CH:25]2[CH2:24][CH2:23][CH2:22][N:43]3[N:44]=[C:17]([NH:16][C:3]4([CH3:2])[CH2:8][CH2:7][N:6]([C:9]5[CH:14]=[C:13]([CH3:15])[N:12]=[CH:11][N:10]=5)[CH2:5][CH2:4]4)[N:18]=[C:26]23)[CH:34]=[CH:33][C:32]=1[F:35], predict the reactants needed to synthesize it. (6) The reactants are: [Cl:1][C:2]1[CH:33]=[CH:32][C:5]([O:6][C:7]2[CH:12]=[CH:11][C:10]([N:13]3[CH:17]=[C:16]([C:18]4[CH:27]=[CH:26][C:21]([O:22][CH2:23][CH2:24][NH2:25])=[CH:20][CH:19]=4)[N:15]=[C:14]3[CH2:28][CH:29]([CH3:31])[CH3:30])=[CH:9][CH:8]=2)=[CH:4][CH:3]=1.Cl[C:35]1[CH:40]=[CH:39][N:38]=[CH:37][CH:36]=1. Given the product [Cl:1][C:2]1[CH:33]=[CH:32][C:5]([O:6][C:7]2[CH:8]=[CH:9][C:10]([N:13]3[CH:17]=[C:16]([C:18]4[CH:27]=[CH:26][C:21]([O:22][CH2:23][CH2:24][NH:25][C:35]5[CH:40]=[CH:39][N:38]=[CH:37][CH:36]=5)=[CH:20][CH:19]=4)[N:15]=[C:14]3[CH2:28][CH:29]([CH3:30])[CH3:31])=[CH:11][CH:12]=2)=[CH:4][CH:3]=1, predict the reactants needed to synthesize it. (7) Given the product [Br:1][C:2]1[CH:7]=[C:6]([N:11]2[CH2:12][CH2:13][O:9][C:10]2=[O:34])[CH:5]=[N:4][CH:3]=1, predict the reactants needed to synthesize it. The reactants are: [Br:1][C:2]1[CH:3]=[N:4][CH:5]=[C:6](I)[CH:7]=1.[O:9]1[CH2:13][C:12](=O)[N:11]=[C-:10]1.C1(P(C2C=CC=CC=2)C2C3[O:34]C4C(=CC=CC=4P(C4C=CC=CC=4)C4C=CC=CC=4)C(C)(C)C=3C=CC=2)C=CC=CC=1.C(=O)([O-])[O-].[Cs+].[Cs+].